This data is from Forward reaction prediction with 1.9M reactions from USPTO patents (1976-2016). The task is: Predict the product of the given reaction. (1) Given the reactants [Cl:1][C:2]1[CH:3]=[C:4]2[C:8](=[CH:9][CH:10]=1)[NH:7][C:6](=[O:11])/[C:5]/2=[CH:12]\[C:13]1[NH:17][C:16]([CH3:18])=[C:15]([C:19]([OH:21])=O)[C:14]=1[CH3:22].Cl.C(N=C=NCCCN(C)C)C.OC1C2N=NNC=2C=CC=1.C(N(CC)CC)C.[NH2:52][C:53]1[CH:58]=[CH:57][CH:56]=[CH:55][C:54]=1[NH:59][C:60](=[O:71])[C:61]1[CH:66]=[CH:65][C:64]([NH:67][CH2:68][CH2:69][NH2:70])=[N:63][CH:62]=1, predict the reaction product. The product is: [NH2:52][C:53]1[CH:58]=[CH:57][CH:56]=[CH:55][C:54]=1[NH:59][C:60](=[O:71])[C:61]1[CH:66]=[CH:65][C:64]([NH:67][CH2:68][CH2:69][NH:70][C:19]([C:15]2[C:14]([CH3:22])=[C:13](/[CH:12]=[C:5]3\[C:6](=[O:11])[NH:7][C:8]4[C:4]\3=[CH:3][C:2]([Cl:1])=[CH:10][CH:9]=4)[NH:17][C:16]=2[CH3:18])=[O:21])=[N:63][CH:62]=1. (2) Given the reactants [F:1][C:2]([F:8])([F:7])[C:3](OC)=[O:4].[CH2:9]([CH2:11][NH2:12])[OH:10].C1C=C2C(C(O)(O)C(=O)C2=CC=1)=O, predict the reaction product. The product is: [F:1][C:2]([F:8])([F:7])[C:3]([NH2:12])=[O:4].[CH2:9]([CH2:11][NH2:12])[OH:10]. (3) Given the reactants Cl[C:2]1[N:7]=[CH:6][C:5]2[C:8]([N:14]3[CH2:20][C:16]4([CH2:19][O:18][CH2:17]4)[CH2:15]3)=[N:9][N:10]([CH:11]([CH3:13])[CH3:12])[C:4]=2[CH:3]=1.[NH2:21][C:22]1[CH:27]=[CH:26][N:25]=[C:24]([N:28]2[CH2:33][CH2:32][CH:31]([OH:34])[C:30]([CH3:36])([CH3:35])[CH2:29]2)[N:23]=1.C(=O)([O-])[O-].[Cs+].[Cs+].C1(P(C2CCCCC2)C2C=CC=CC=2C2C(C(C)C)=CC(C(C)C)=CC=2C(C)C)CCCCC1, predict the reaction product. The product is: [CH:11]([N:10]1[C:4]2[CH:3]=[C:2]([NH:21][C:22]3[CH:27]=[CH:26][N:25]=[C:24]([N:28]4[CH2:33][CH2:32][CH:31]([OH:34])[C:30]([CH3:36])([CH3:35])[CH2:29]4)[N:23]=3)[N:7]=[CH:6][C:5]=2[C:8]([N:14]2[CH2:20][C:16]3([CH2:19][O:18][CH2:17]3)[CH2:15]2)=[N:9]1)([CH3:13])[CH3:12]. (4) Given the reactants C([Li])CCC.[Cl:6][C:7]1[CH:12]=[CH:11][CH:10]=[C:9]([CH3:13])[N:8]=1.[C:14](=O)([O:18]CC)[O:15][CH2:16][CH3:17], predict the reaction product. The product is: [CH2:16]([O:15][C:14](=[O:18])[CH2:13][C:9]1[CH:10]=[CH:11][CH:12]=[C:7]([Cl:6])[N:8]=1)[CH3:17].